This data is from Forward reaction prediction with 1.9M reactions from USPTO patents (1976-2016). The task is: Predict the product of the given reaction. (1) The product is: [CH3:2][C:26]1[C:27]([C:35]2[CH:23]=[CH:22][C:21]([O:24][C:37]3[C:38]4[S:45][C:44]([S:46][CH3:47])=[N:43][C:39]=4[N:40]=[CH:41][N:42]=3)=[CH:20][C:19]=2[CH3:18])=[C:33]([CH3:32])[N:34]=[CH:30][N:31]=1. Given the reactants F[C:2](F)(F)C(O)=O.CC1N([C:18]2[CH:23]=[CH:22][C:21]([OH:24])=[CH:20][CH:19]=2)C2C=CN=CC=2N=1.Br[C:26]1[N:31]2[CH:32]=[CH:33][N:34]=[C:30]2C=N[C:27]=1[CH3:35].Cl[C:37]1[C:38]2[S:45][C:44]([S:46][CH3:47])=[N:43][C:39]=2[N:40]=[CH:41][N:42]=1.[H-].[Na+], predict the reaction product. (2) Given the reactants [N:1]1[CH:6]=[CH:5][CH:4]=[C:3]([C:7]2[O:11][C:10]([C:12]([O:14]C)=O)=[N:9][N:8]=2)[CH:2]=1.Br[CH2:17][CH2:18][CH2:19][CH2:20][CH2:21][CH2:22][C:23]1[CH:28]=[CH:27][CH:26]=[CH:25][CH:24]=1, predict the reaction product. The product is: [C:23]1([CH2:22][CH2:21][CH2:20][CH2:19][CH2:18][CH2:17][C:12]([C:10]2[O:11][C:7]([C:3]3[CH:2]=[N:1][CH:6]=[CH:5][CH:4]=3)=[N:8][N:9]=2)=[O:14])[CH:28]=[CH:27][CH:26]=[CH:25][CH:24]=1. (3) Given the reactants [CH3:1][O:2][C:3]1[CH:4]=[C:5]2[C:10](=[CH:11][C:12]=1[OH:13])[N:9]=[C:8]([S:14][C:15]1[CH:20]=[CH:19][CH:18]=[CH:17][CH:16]=1)[N:7]=[C:6]2[NH:21][C:22]1[CH:26]=[C:25]([CH3:27])[NH:24][N:23]=1.[CH:28]1([O:33][C:34](=[O:47])[C@@H:35]([NH:39][C:40]([O:42][C:43]([CH3:46])([CH3:45])[CH3:44])=[O:41])[CH2:36][CH2:37]Br)[CH2:32][CH2:31][CH2:30][CH2:29]1.C([O-])([O-])=O.[K+].[K+], predict the reaction product. The product is: [CH:28]1([O:33][C:34](=[O:47])[C@@H:35]([NH:39][C:40]([O:42][C:43]([CH3:46])([CH3:45])[CH3:44])=[O:41])[CH2:36][CH2:37][O:13][C:12]2[CH:11]=[C:10]3[C:5]([C:6]([NH:21][C:22]4[CH:26]=[C:25]([CH3:27])[NH:24][N:23]=4)=[N:7][C:8]([S:14][C:15]4[CH:16]=[CH:17][CH:18]=[CH:19][CH:20]=4)=[N:9]3)=[CH:4][C:3]=2[O:2][CH3:1])[CH2:29][CH2:30][CH2:31][CH2:32]1. (4) Given the reactants [O:1]1[CH2:6][CH2:5][CH:4]([C:7]2[C:8]([O:13][CH:14]3[CH2:19][CH2:18][N:17](C(OC(C)(C)C)=O)[CH2:16][CH2:15]3)=[N:9][CH:10]=[CH:11][CH:12]=2)[CH2:3][CH2:2]1.[ClH:27], predict the reaction product. The product is: [ClH:27].[NH:17]1[CH2:18][CH2:19][CH:14]([O:13][C:8]2[C:7]([CH:4]3[CH2:5][CH2:6][O:1][CH2:2][CH2:3]3)=[CH:12][CH:11]=[CH:10][N:9]=2)[CH2:15][CH2:16]1. (5) Given the reactants [CH2:1]([O:3][C:4]([C:6]1[NH:7][C:8]2[C:13]([C:14]=1[NH2:15])=[CH:12][CH:11]=[CH:10][CH:9]=2)=[O:5])[CH3:2].C(N(CC)CC)C.[C:23](Cl)(=[O:32])[C:24]1[CH:29]=[CH:28][C:27]([O:30][CH3:31])=[CH:26][CH:25]=1, predict the reaction product. The product is: [CH2:1]([O:3][C:4]([C:6]1[NH:7][C:8]2[C:13]([C:14]=1[NH:15][C:23](=[O:32])[C:24]1[CH:29]=[CH:28][C:27]([O:30][CH3:31])=[CH:26][CH:25]=1)=[CH:12][CH:11]=[CH:10][CH:9]=2)=[O:5])[CH3:2]. (6) Given the reactants [F:1][C:2]1[CH:3]=[C:4]([C:8]2[CH:16]=[CH:15][CH:14]=[C:13]3[C:9]=2/[C:10](=[CH:18]/[C:19]2[NH:20][C:21]([CH3:27])=[CH:22][C:23]=2[C:24](O)=[O:25])/[C:11](=[O:17])[NH:12]3)[CH:5]=[CH:6][CH:7]=1.[CH:28]1([NH:31][C:32]([C@@H:34]2[CH2:39][CH2:38][CH2:37][NH:36][CH2:35]2)=[O:33])[CH2:30][CH2:29]1.C1C=CC2N(O)N=NC=2C=1.C(Cl)CCl, predict the reaction product. The product is: [CH:28]1([NH:31][C:32]([C@@H:34]2[CH2:39][CH2:38][CH2:37][N:36]([C:24]([C:23]3[CH:22]=[C:21]([CH3:27])[NH:20][C:19]=3/[CH:18]=[C:10]3\[C:11](=[O:17])[NH:12][C:13]4[C:9]\3=[C:8]([C:4]3[CH:5]=[CH:6][CH:7]=[C:2]([F:1])[CH:3]=3)[CH:16]=[CH:15][CH:14]=4)=[O:25])[CH2:35]2)=[O:33])[CH2:30][CH2:29]1.